From a dataset of Peptide-MHC class I binding affinity with 185,985 pairs from IEDB/IMGT. Regression. Given a peptide amino acid sequence and an MHC pseudo amino acid sequence, predict their binding affinity value. This is MHC class I binding data. The peptide sequence is ALGIICSAL. The MHC is HLA-A31:01 with pseudo-sequence HLA-A31:01. The binding affinity (normalized) is 0.0847.